Dataset: Reaction yield outcomes from USPTO patents with 853,638 reactions. Task: Predict the reaction yield, written as a fraction of the theoretical maximum amount of product (1.0 means a 100% yield; for example, 0.34 means a 34% yield). (1) The reactants are [Si:1]([O:8][C@@H:9]1[C@H:13]([CH2:14][O:15][Si](C(C)(C)C)(C)C)[CH2:12][C@@H:11]([O:23][C:24]2[N:29]=[CH:28][N:27]=[C:26]([NH:30][C@@H:31]3[C:39]4[C:34](=[CH:35][CH:36]=[CH:37][CH:38]=4)[CH2:33][C@@H:32]3[O:40][CH3:41])[CH:25]=2)[CH2:10]1)([C:4]([CH3:7])([CH3:6])[CH3:5])([CH3:3])[CH3:2].C(O)(=O)C. The catalyst is C1COCC1.O. The product is [Si:1]([O:8][C@H:9]1[CH2:10][C@H:11]([O:23][C:24]2[CH:25]=[C:26]([NH:30][C@@H:31]3[C:39]4[C:34](=[CH:35][CH:36]=[CH:37][CH:38]=4)[CH2:33][C@@H:32]3[O:40][CH3:41])[N:27]=[CH:28][N:29]=2)[CH2:12][C@H:13]1[CH2:14][OH:15])([C:4]([CH3:7])([CH3:5])[CH3:6])([CH3:3])[CH3:2]. The yield is 0.770. (2) The reactants are [C:1]([S:5][CH2:6][C:7]1[CH:12]=[CH:11][C:10]([C:13]([C:18]2[CH:30]=[CH:29][C:21]([O:22][CH:23]3[CH2:28][CH2:27][CH2:26][CH2:25][O:24]3)=[C:20]([CH3:31])[CH:19]=2)([CH2:16][CH3:17])[CH2:14][CH3:15])=[CH:9][C:8]=1[CH3:32])([CH3:4])([CH3:3])[CH3:2].C(OCC)(=[O:35])C.O=C1O[C@H](COS(C2C=CC(C)=CC=2)(=O)=O)CC1.C([O-])([O-])=O.[K+].[K+]. The catalyst is CO.[Cl-].[Na+].O.CN(C=O)C. The product is [C:1]([S:5][CH2:6][C:7]1[CH:12]=[CH:11][C:10]([C:13]([C:18]2[CH:30]=[CH:29][C:21]([O:22][CH2:23][C@H:28]3[O:24][C:25](=[O:35])[CH2:26][CH2:27]3)=[C:20]([CH3:31])[CH:19]=2)([CH2:14][CH3:15])[CH2:16][CH3:17])=[CH:9][C:8]=1[CH3:32])([CH3:2])([CH3:3])[CH3:4]. The yield is 0.649. (3) The reactants are [F:1][C:2]1[CH:7]=[CH:6][CH:5]=[CH:4][C:3]=1[NH:8][C:9]1[N:10]([C@H:27]2[CH2:32][CH2:31][C@H:30]([C:33](OCC)=[O:34])[CH2:29][CH2:28]2)[C:11]2[C:16]([N:17]=1)=[CH:15][N:14]=[C:13]([NH:18][C:19]1[CH:24]=[CH:23][C:22]([O:25][CH3:26])=[CH:21][CH:20]=1)[N:12]=2.[H-].[H-].[H-].[H-].[Li+].[Al+3].C(O)(C(F)(F)F)=O. The catalyst is C1COCC1. The product is [F:1][C:2]1[CH:7]=[CH:6][CH:5]=[CH:4][C:3]=1[NH:8][C:9]1[N:10]([C@H:27]2[CH2:32][CH2:31][C@H:30]([CH2:33][OH:34])[CH2:29][CH2:28]2)[C:11]2[C:16]([N:17]=1)=[CH:15][N:14]=[C:13]([NH:18][C:19]1[CH:24]=[CH:23][C:22]([O:25][CH3:26])=[CH:21][CH:20]=1)[N:12]=2. The yield is 0.500. (4) The reactants are [Br:1][C:2]1[CH:3]=[C:4]([CH:12]=[CH:13][C:14]=1[CH3:15])[C:5]([N:7]([CH:9]1[CH2:11][CH2:10]1)[CH3:8])=O.C(=O)([O-])[O-].[Na+].[Na+]. The catalyst is O1CCCC1. The product is [Br:1][C:2]1[CH:3]=[C:4]([CH:12]=[CH:13][C:14]=1[CH3:15])[CH2:5][N:7]([CH:9]1[CH2:10][CH2:11]1)[CH3:8]. The yield is 0.630. (5) The reactants are C(O)C.Cl[C:5]1[N:13]=[C:12]([NH2:14])[N:11]=[C:10]2[C:6]=1[N:7]=[C:8]([CH3:21])[N:9]2[CH:15]1[CH2:20][CH2:19][O:18][CH2:17][CH2:16]1.[N:22]1[CH:27]=[CH:26][C:25](B(O)O)=[CH:24][CH:23]=1.C([O-])([O-])=O.[K+].[K+]. The catalyst is CO.C1C=CC([P]([Pd]([P](C2C=CC=CC=2)(C2C=CC=CC=2)C2C=CC=CC=2)([P](C2C=CC=CC=2)(C2C=CC=CC=2)C2C=CC=CC=2)[P](C2C=CC=CC=2)(C2C=CC=CC=2)C2C=CC=CC=2)(C2C=CC=CC=2)C2C=CC=CC=2)=CC=1. The product is [CH3:21][C:8]1[N:9]([CH:15]2[CH2:20][CH2:19][O:18][CH2:17][CH2:16]2)[C:10]2[C:6]([N:7]=1)=[C:5]([C:25]1[CH:26]=[CH:27][N:22]=[CH:23][CH:24]=1)[N:13]=[C:12]([NH2:14])[N:11]=2. The yield is 0.990.